Dataset: Full USPTO retrosynthesis dataset with 1.9M reactions from patents (1976-2016). Task: Predict the reactants needed to synthesize the given product. (1) Given the product [OH:1][C:2]1([C:12]([OH:14])=[O:13])[C:11]2[C:6](=[CH:7][CH:8]=[CH:9][CH:10]=2)[CH2:5][CH2:4][CH2:3]1, predict the reactants needed to synthesize it. The reactants are: [OH:1][C:2]1([C:12]([O:14]C)=[O:13])[C:11]2[C:6](=[CH:7][CH:8]=[CH:9][CH:10]=2)[CH2:5][CH2:4][CH2:3]1.O[Li].O. (2) Given the product [CH:7]([CH:4]1[CH2:5][CH2:6][CH:1]([CH3:11])[CH2:2][CH:3]1[O:10][C:12](/[CH:13]=[CH:14]\[C:15]([OH:17])=[O:16])=[O:18])([CH3:8])[CH3:9], predict the reactants needed to synthesize it. The reactants are: [CH:1]1([CH3:11])[CH2:6][CH2:5][CH:4]([CH:7]([CH3:9])[CH3:8])[CH:3]([OH:10])[CH2:2]1.[C:12]1(=[O:18])[O:17][C:15](=[O:16])[CH:14]=[CH:13]1. (3) Given the product [CH3:13][C:7]1[CH:8]=[C:9]2[C:4](=[CH:5][CH:6]=1)[N:3]=[C:2]([N:22]1[CH2:23][C:24]3[CH:29]=[CH:28][CH:27]=[CH:26][C:25]=3[S:19](=[O:30])[CH2:20][CH2:21]1)[N:11]=[C:10]2[NH:17][CH2:16][CH2:15][CH2:14][NH2:18], predict the reactants needed to synthesize it. The reactants are: Cl[C:2]1[N:11]=[C:10](Cl)[C:9]2[C:4](=[CH:5][CH:6]=[C:7]([CH3:13])[CH:8]=2)[N:3]=1.[CH2:14]([NH2:18])[CH2:15][CH2:16][NH2:17].[S:19]1(=[O:30])[C:25]2[CH:26]=[CH:27][CH:28]=[CH:29][C:24]=2[CH2:23][NH:22][CH2:21][CH2:20]1. (4) Given the product [Cl:1][C:2]1[C:9]([F:10])=[CH:8][CH:7]=[C:6]([F:11])[C:3]=1[CH:4]([OH:5])[CH3:12], predict the reactants needed to synthesize it. The reactants are: [Cl:1][C:2]1[C:9]([F:10])=[CH:8][CH:7]=[C:6]([F:11])[C:3]=1[CH:4]=[O:5].[CH2:12]1COCC1.C[Mg]Br.[NH4+].[Cl-].